From a dataset of Catalyst prediction with 721,799 reactions and 888 catalyst types from USPTO. Predict which catalyst facilitates the given reaction. Reactant: [CH3:1][C:2]1[CH:8]=[CH:7][CH:6]=[C:4]([OH:5])[C:3]=1O.[CH3:10]I.[C:12]([O-:15])([O-])=O.[K+].[K+]. Product: [CH3:10][O:5][C:4]1[CH:6]=[CH:7][CH:8]=[C:2]([CH3:1])[C:3]=1[O:15][CH3:12]. The catalyst class is: 21.